From a dataset of Catalyst prediction with 721,799 reactions and 888 catalyst types from USPTO. Predict which catalyst facilitates the given reaction. (1) Reactant: Cl.[C:2]([C:4]1[C:5](O)=[C:6]([C:10]2[N:20]=[CH:19][CH:18]=[CH:17][C:11]=2[C:12]([O:14][CH2:15][CH3:16])=[O:13])[CH:7]=[CH:8][CH:9]=1)#[N:3].CS([O:26][CH2:27][CH2:28][CH2:29][CH2:30][C:31]1[CH:36]=[C:35]([C:37]([CH3:40])([CH3:39])[CH3:38])[C:34]([O:41][CH2:42][O:43][CH3:44])=[C:33]([C:45]([CH3:48])([CH3:47])[CH3:46])[CH:32]=1)(=O)=O.C(=O)([O-])[O-].[K+].[K+]. Product: [C:2]([C:4]1[CH:5]=[C:6]([C:10]2[N:20]=[CH:19][CH:18]=[CH:17][C:11]=2[C:12]([O:14][CH2:15][CH3:16])=[O:13])[CH:7]=[CH:8][C:9]=1[O:26][CH2:27][CH2:28][CH2:29][CH2:30][C:31]1[CH:32]=[C:33]([C:45]([CH3:48])([CH3:47])[CH3:46])[C:34]([O:41][CH2:42][O:43][CH3:44])=[C:35]([C:37]([CH3:40])([CH3:39])[CH3:38])[CH:36]=1)#[N:3]. The catalyst class is: 3. (2) Reactant: [F:1][C:2]1[C:3]([C:15]#N)=[N:4][CH:5]=[CH:6][C:7]=1[C:8]1[CH:9]=[N:10][CH:11]=[CH:12][C:13]=1[CH3:14].[C:17]1([Mg]Br)[CH:22]=[CH:21][CH:20]=[CH:19][CH:18]=1.Cl.[OH-:26].[Na+]. Product: [F:1][C:2]1[C:3]([C:15]([C:17]2[CH:22]=[CH:21][CH:20]=[CH:19][CH:18]=2)=[O:26])=[N:4][CH:5]=[CH:6][C:7]=1[C:8]1[CH:9]=[N:10][CH:11]=[CH:12][C:13]=1[CH3:14]. The catalyst class is: 677. (3) Reactant: [C:1]([O:5][C:6](=[O:11])[NH:7][CH2:8][CH2:9]Br)([CH3:4])([CH3:3])[CH3:2].[N:12]1(NCCC)[CH2:16][CH2:15][CH2:14][CH2:13]1.[Na+].[I-].O. Product: [C:1]([O:5][C:6](=[O:11])[NH:7][CH2:8][CH2:9][NH:12][CH2:13][CH2:14][CH2:15][N:12]1[CH2:13][CH2:14][CH2:15][CH2:16]1)([CH3:4])([CH3:3])[CH3:2]. The catalyst class is: 10. (4) Reactant: [Al+3].[Cl-].[Cl-].[Cl-].[C:5](Cl)(=[O:9])[CH:6]([CH3:8])[CH3:7].[CH3:11][O:12][C:13]([CH2:15][O:16][C:17]1[CH:22]=[CH:21][CH:20]=[CH:19][CH:18]=1)=[O:14].Cl. Product: [C:5]([C:20]1[CH:21]=[CH:22][C:17]([O:16][CH2:15][C:13]([O:12][CH3:11])=[O:14])=[CH:18][CH:19]=1)(=[O:9])[CH:6]([CH3:8])[CH3:7]. The catalyst class is: 195. (5) Reactant: C([N-]C(C)C)(C)C.[Li+].[O:9]1[CH2:14][CH2:13][C:12](=[O:15])[CH2:11][CH2:10]1.CN(C)P(=O)(N(C)C)N(C)C.C([C:29]([O:31][CH2:32][CH3:33])=[O:30])#N. Product: [O:15]=[C:12]1[CH2:13][CH2:14][O:9][CH2:10][CH:11]1[C:29]([O:31][CH2:32][CH3:33])=[O:30]. The catalyst class is: 7. (6) Reactant: O[CH:2]1[CH:8]([NH:9][C:10](=[O:16])[O:11][C:12]([CH3:15])([CH3:14])[CH3:13])[CH2:7][CH2:6][N:5]([S:17]([C:20]2[CH:26]=[CH:25][C:23]([CH3:24])=[CH:22][CH:21]=2)(=[O:19])=[O:18])[C:4]2[CH:27]=[CH:28][CH:29]=[CH:30][C:3]1=2.N1C=CN=C1.C1(P(C2C=CC=CC=2)C2C=CC=CC=2)C=CC=CC=1.II. Product: [S:17]([N:5]1[CH2:6][CH2:7][C:8]([NH:9][C:10](=[O:16])[O:11][C:12]([CH3:13])([CH3:14])[CH3:15])=[CH:2][C:3]2[CH:30]=[CH:29][CH:28]=[CH:27][C:4]1=2)([C:20]1[CH:21]=[CH:22][C:23]([CH3:24])=[CH:25][CH:26]=1)(=[O:18])=[O:19]. The catalyst class is: 715. (7) Reactant: [OH:1][CH2:2][C:3]1[CH:4]=[C:5]([NH:10][C:11](=[O:30])[C:12]2[CH:17]=[CH:16][C:15]([CH2:18][N:19]3[CH2:24][CH2:23][N:22]([CH3:25])[CH2:21][CH2:20]3)=[C:14]([C:26]([F:29])([F:28])[F:27])[CH:13]=2)[CH:6]=[CH:7][C:8]=1[CH3:9].C[N+]1([O-])CCOCC1. Product: [CH:2]([C:3]1[CH:4]=[C:5]([NH:10][C:11](=[O:30])[C:12]2[CH:17]=[CH:16][C:15]([CH2:18][N:19]3[CH2:20][CH2:21][N:22]([CH3:25])[CH2:23][CH2:24]3)=[C:14]([C:26]([F:29])([F:28])[F:27])[CH:13]=2)[CH:6]=[CH:7][C:8]=1[CH3:9])=[O:1]. The catalyst class is: 862.